From a dataset of Reaction yield outcomes from USPTO patents with 853,638 reactions. Predict the reaction yield, written as a fraction of the theoretical maximum amount of product (1.0 means a 100% yield; for example, 0.34 means a 34% yield). (1) The reactants are [Cl:1][C:2]1[CH:12]=[CH:11][CH:10]=[CH:9][C:3]=1[C@@H:4]([OH:8])[C:5]([OH:7])=[O:6].P(=O)(Cl)(Cl)Cl.[CH3:18]O. No catalyst specified. The product is [Cl:1][C:2]1[CH:12]=[CH:11][CH:10]=[CH:9][C:3]=1[C@@H:4]([OH:8])[C:5]([O:7][CH3:18])=[O:6]. The yield is 0.950. (2) The reactants are [CH2:1]([O:3][C:4]([C:6]1[C:7]([CH3:19])=[N:8][C:9]([N:13]2[CH2:18][CH2:17][O:16][CH2:15][CH2:14]2)=[CH:10][C:11]=1Cl)=[O:5])[CH3:2].CCO.[CH:23](/B(O)O)=[CH:24]\[CH3:25].C(=O)([O-])[O-].[Cs+].[Cs+]. The catalyst is C1(C)C=CC=CC=1.[Pd].C1(P(C2C=CC=CC=2)C2C=CC=CC=2)C=CC=CC=1.C1(P(C2C=CC=CC=2)C2C=CC=CC=2)C=CC=CC=1.C1(P(C2C=CC=CC=2)C2C=CC=CC=2)C=CC=CC=1.C1(P(C2C=CC=CC=2)C2C=CC=CC=2)C=CC=CC=1. The product is [CH2:1]([O:3][C:4]([C:6]1[C:7]([CH3:19])=[N:8][C:9]([N:13]2[CH2:18][CH2:17][O:16][CH2:15][CH2:14]2)=[CH:10][C:11]=1/[CH:23]=[CH:24]/[CH3:25])=[O:5])[CH3:2]. The yield is 0.330.